From a dataset of NCI-60 drug combinations with 297,098 pairs across 59 cell lines. Regression. Given two drug SMILES strings and cell line genomic features, predict the synergy score measuring deviation from expected non-interaction effect. (1) Drug 1: CC1=C2C(C(=O)C3(C(CC4C(C3C(C(C2(C)C)(CC1OC(=O)C(C(C5=CC=CC=C5)NC(=O)C6=CC=CC=C6)O)O)OC(=O)C7=CC=CC=C7)(CO4)OC(=O)C)O)C)OC(=O)C. Drug 2: CC1C(C(CC(O1)OC2CC(CC3=C2C(=C4C(=C3O)C(=O)C5=CC=CC=C5C4=O)O)(C(=O)C)O)N)O. Cell line: CCRF-CEM. Synergy scores: CSS=45.1, Synergy_ZIP=-7.21, Synergy_Bliss=-9.20, Synergy_Loewe=-4.49, Synergy_HSA=-2.34. (2) Drug 1: C1=CC(=CC=C1CCCC(=O)O)N(CCCl)CCCl. Drug 2: C1CNP(=O)(OC1)N(CCCl)CCCl. Cell line: HT29. Synergy scores: CSS=9.62, Synergy_ZIP=-5.96, Synergy_Bliss=3.44, Synergy_Loewe=-9.70, Synergy_HSA=3.28. (3) Drug 1: C1C(C(OC1N2C=NC(=NC2=O)N)CO)O. Drug 2: CC1C(C(CC(O1)OC2CC(CC3=C2C(=C4C(=C3O)C(=O)C5=C(C4=O)C(=CC=C5)OC)O)(C(=O)CO)O)N)O.Cl. Cell line: SN12C. Synergy scores: CSS=36.6, Synergy_ZIP=-4.84, Synergy_Bliss=-6.95, Synergy_Loewe=-9.30, Synergy_HSA=-3.63. (4) Synergy scores: CSS=4.79, Synergy_ZIP=-1.03, Synergy_Bliss=1.98, Synergy_Loewe=0.211, Synergy_HSA=0.471. Drug 2: C1=NNC2=C1C(=O)NC=N2. Cell line: A549. Drug 1: CN(C)N=NC1=C(NC=N1)C(=O)N. (5) Drug 1: C1=CN(C=N1)CC(O)(P(=O)(O)O)P(=O)(O)O. Drug 2: C1=NC2=C(N1)C(=S)N=CN2. Cell line: UO-31. Synergy scores: CSS=6.23, Synergy_ZIP=-7.89, Synergy_Bliss=-5.62, Synergy_Loewe=-14.6, Synergy_HSA=-6.44. (6) Drug 1: CCN(CC)CCNC(=O)C1=C(NC(=C1C)C=C2C3=C(C=CC(=C3)F)NC2=O)C. Drug 2: CCC1(C2=C(COC1=O)C(=O)N3CC4=CC5=C(C=CC(=C5CN(C)C)O)N=C4C3=C2)O. Cell line: HT29. Synergy scores: CSS=67.8, Synergy_ZIP=-2.66, Synergy_Bliss=-4.98, Synergy_Loewe=-6.59, Synergy_HSA=1.19.